From a dataset of Peptide-MHC class I binding affinity with 185,985 pairs from IEDB/IMGT. Regression. Given a peptide amino acid sequence and an MHC pseudo amino acid sequence, predict their binding affinity value. This is MHC class I binding data. (1) The peptide sequence is EELGEEIRL. The MHC is Mamu-A11 with pseudo-sequence Mamu-A11. The binding affinity (normalized) is 0.0131. (2) The peptide sequence is QFKQDSKYSH. The MHC is HLA-A68:01 with pseudo-sequence HLA-A68:01. The binding affinity (normalized) is 0. (3) The peptide sequence is TVKSMILHEIL. The MHC is HLA-B37:01 with pseudo-sequence HLA-B37:01. The binding affinity (normalized) is 0. (4) The peptide sequence is SIDVGYERF. The MHC is Mamu-B8701 with pseudo-sequence Mamu-B8701. The binding affinity (normalized) is 1.00. (5) The peptide sequence is VTTHKYAGPY. The MHC is HLA-A33:01 with pseudo-sequence HLA-A33:01. The binding affinity (normalized) is 0.